The task is: Predict which catalyst facilitates the given reaction.. This data is from Catalyst prediction with 721,799 reactions and 888 catalyst types from USPTO. (1) Reactant: [CH3:1][NH:2][CH3:3].Cl.[CH2:5]1[C:13]2[C:8](=[CH:9][CH:10]=[CH:11][CH:12]=2)[CH2:7][N:6]1[CH2:14][CH:15]([CH:17]1[CH2:22][CH2:21][C:20](=O)[CH2:19][CH2:18]1)[OH:16].[C-:24]#[N:25].[K+]. Product: [CH2:5]1[C:13]2[C:8](=[CH:9][CH:10]=[CH:11][CH:12]=2)[CH2:7][N:6]1[CH2:14][CH:15]([CH:17]1[CH2:22][CH2:21][C:20]([N:2]([CH3:3])[CH3:1])([C:24]#[N:25])[CH2:19][CH2:18]1)[OH:16]. The catalyst class is: 364. (2) Reactant: [Cl:1][C:2]1[CH:7]=[CH:6][C:5](I)=[CH:4][CH:3]=1.[NH2:9][CH2:10][CH2:11][OH:12].[OH-].[Na+]. Product: [Cl:1][C:2]1[CH:7]=[CH:6][C:5]([NH:9][CH2:10][CH2:11][OH:12])=[CH:4][CH:3]=1. The catalyst class is: 58.